Task: Predict the reactants needed to synthesize the given product.. Dataset: Full USPTO retrosynthesis dataset with 1.9M reactions from patents (1976-2016) (1) Given the product [O:25]1[CH2:26][CH2:27][N:22]([C:4]2[C:5]3[S:10][C:9]([CH2:11][N:12]4[CH2:17][CH2:16][N:15]([S:18]([CH3:21])(=[O:20])=[O:19])[CH2:14][CH2:13]4)=[CH:8][C:6]=3[N:7]=[C:2]([C:33]3[CH:34]=[CH:35][C:30]([C:28]#[N:29])=[N:31][CH:32]=3)[N:3]=2)[CH2:23][CH2:24]1, predict the reactants needed to synthesize it. The reactants are: Cl[C:2]1[N:3]=[C:4]([N:22]2[CH2:27][CH2:26][O:25][CH2:24][CH2:23]2)[C:5]2[S:10][C:9]([CH2:11][N:12]3[CH2:17][CH2:16][N:15]([S:18]([CH3:21])(=[O:20])=[O:19])[CH2:14][CH2:13]3)=[CH:8][C:6]=2[N:7]=1.[C:28]([C:30]1[CH:35]=[CH:34][C:33](B2OC(C)(C)C(C)(C)O2)=[CH:32][N:31]=1)#[N:29]. (2) Given the product [Cl:11][C:10]1[CH:9]=[CH:8][N:7]2[C:6]=1[C:4](=[O:5])[NH:22][C:20]([CH3:21])=[N:12]2, predict the reactants needed to synthesize it. The reactants are: Cl.CO[C:4]([C:6]1[N:7]([NH2:12])[CH:8]=[CH:9][C:10]=1[Cl:11])=[O:5].FC(F)(F)C(O)=O.[CH2:20]([N:22](CC)CC)[CH3:21]. (3) Given the product [CH:42]1([CH2:41][NH:37][C:22]([C:19]2[CH:20]=[CH:21][C:16]3[N:17]([C:13]([C:3]4[C:4]([C:7]5[CH:12]=[CH:11][CH:10]=[CH:9][CH:8]=5)=[N:5][O:6][C:2]=4[CH3:1])=[N:14][CH:15]=3)[CH:18]=2)=[O:23])[CH2:44][CH2:43]1, predict the reactants needed to synthesize it. The reactants are: [CH3:1][C:2]1[O:6][N:5]=[C:4]([C:7]2[CH:12]=[CH:11][CH:10]=[CH:9][CH:8]=2)[C:3]=1[C:13]1[N:17]2[CH:18]=[C:19]([C:22](O)=[O:23])[CH:20]=[CH:21][C:16]2=[CH:15][N:14]=1.C(N=C=NCCCN(C)C)C.O[N:37]1[C:41]2[CH:42]=[CH:43][CH:44]=CC=2N=N1.C(N(CC)CC)C.C1(NC)CC1. (4) The reactants are: [CH3:1][O:2][C:3]1[CH:8]=[C:7]([O:9][CH2:10][CH2:11][S:12][CH3:13])[CH:6]=[CH:5][C:4]=1[NH:14][C:15]([C@@H:17]1[NH:21][C@@H:20]([CH2:22][C:23]([CH3:26])([CH3:25])[CH3:24])[C@:19]2([C:34]3[C:29](=[CH:30][C:31]([Cl:35])=[CH:32][CH:33]=3)[NH:28][C:27]2=[O:36])[C@H:18]1[C:37]1[CH:42]=[CH:41][CH:40]=[C:39]([Cl:43])[C:38]=1[F:44])=[O:16].ClC1C=C(C=CC=1)C(OO)=[O:50].[OH2:56]. Given the product [CH3:13][S:12]([CH2:11][CH2:10][O:9][C:7]1[CH:6]=[CH:5][C:4]([NH:14][C:15]([C@@H:17]2[NH:21][C@@H:20]([CH2:22][C:23]([CH3:26])([CH3:25])[CH3:24])[C@:19]3([C:34]4[C:29](=[CH:30][C:31]([Cl:35])=[CH:32][CH:33]=4)[NH:28][C:27]3=[O:36])[C@H:18]2[C:37]2[CH:42]=[CH:41][CH:40]=[C:39]([Cl:43])[C:38]=2[F:44])=[O:16])=[C:3]([O:2][CH3:1])[CH:8]=1)(=[O:50])=[O:56], predict the reactants needed to synthesize it. (5) Given the product [CH3:19][CH2:20][CH2:21][CH2:22][CH2:23][CH2:24][CH2:25][CH2:26][CH2:27][CH2:28][CH2:29][CH2:30][C:31]#[C:32][C:33]#[C:34][CH2:35][CH2:36][CH2:37][CH2:38][CH2:39][CH2:40][CH2:41][CH2:42][CH2:43][CH2:44][CH2:45][N:91]=[N+:92]=[N-:93], predict the reactants needed to synthesize it. The reactants are: CCCC[N+](CCCC)(CCCC)CCCC.[F-].[CH3:19][CH2:20][CH2:21][CH2:22][CH2:23][CH2:24][CH2:25][CH2:26][CH2:27][CH2:28][CH2:29][CH2:30][C:31]#[C:32][C:33]#[C:34][CH2:35][CH2:36][CH2:37][CH2:38][CH2:39][CH2:40][CH2:41][CH2:42][CH2:43][CH2:44][CH2:45]O.CS(Cl)(=O)=O.C(N(CC)CC)C.CCCCCCCCCCCCC#CC#CCCCCCCCCCCCOS(C)(=O)=O.[N-:91]=[N+:92]=[N-:93].[Na+].